This data is from Catalyst prediction with 721,799 reactions and 888 catalyst types from USPTO. The task is: Predict which catalyst facilitates the given reaction. (1) Reactant: [CH:1]([NH:4][CH2:5][C:6]1[CH:15]=[CH:14][C:9]([C:10]([O:12][CH3:13])=[O:11])=[CH:8][CH:7]=1)([CH3:3])[CH3:2].C([O-])(O)=O.[Na+].[CH3:21][C:22]([O:25][C:26](O[C:26]([O:25][C:22]([CH3:24])([CH3:23])[CH3:21])=[O:27])=[O:27])([CH3:24])[CH3:23]. Product: [C:22]([O:25][C:26]([N:4]([CH2:5][C:6]1[CH:7]=[CH:8][C:9]([C:10]([O:12][CH3:13])=[O:11])=[CH:14][CH:15]=1)[CH:1]([CH3:3])[CH3:2])=[O:27])([CH3:24])([CH3:23])[CH3:21]. The catalyst class is: 49. (2) Product: [NH2:34][C:2]1[N:7]=[CH:6][C:5]([S:8]([N:11]2[CH2:16][CH2:15][N:14]([C:17]3[CH:22]=[CH:21][C:20]([C@@:23]([OH:29])([CH3:28])[C:24]([F:27])([F:26])[F:25])=[CH:19][CH:18]=3)[CH:13]([C:30]#[C:31][CH3:32])[CH2:12]2)(=[O:10])=[O:9])=[CH:4][CH:3]=1. The catalyst class is: 14. Reactant: Cl[C:2]1[N:7]=[CH:6][C:5]([S:8]([N:11]2[CH2:16][CH2:15][N:14]([C:17]3[CH:22]=[CH:21][C:20]([C@@:23]([OH:29])([CH3:28])[C:24]([F:27])([F:26])[F:25])=[CH:19][CH:18]=3)[CH:13]([C:30]#[C:31][CH3:32])[CH2:12]2)(=[O:10])=[O:9])=[CH:4][CH:3]=1.[OH-].[NH4+:34].